Predict the reactants needed to synthesize the given product. From a dataset of Full USPTO retrosynthesis dataset with 1.9M reactions from patents (1976-2016). (1) Given the product [C:35]([NH:39][S:40]([C:43]1[CH:48]=[CH:47][CH:46]=[CH:45][C:44]=1[C:49]1[CH:54]=[CH:53][C:52]([NH:55][C:11](=[O:13])[C:10]([N:9]([CH2:5][CH:6]([CH3:7])[CH3:8])[CH2:15][C:16]2[CH:21]=[CH:20][CH:19]=[C:18]([C:22]3[N:26]=[C:25]([CH3:27])[O:24][N:23]=3)[CH:17]=2)=[O:14])=[CH:51][CH:50]=1)(=[O:42])=[O:41])([CH3:38])([CH3:36])[CH3:37], predict the reactants needed to synthesize it. The reactants are: S(Cl)(Cl)=O.[CH2:5]([N:9]([CH2:15][C:16]1[CH:21]=[CH:20][CH:19]=[C:18]([C:22]2[N:26]=[C:25]([CH3:27])[O:24][N:23]=2)[CH:17]=1)[C:10](=[O:14])[C:11]([O-:13])=O)[CH:6]([CH3:8])[CH3:7].C(N(CC)CC)C.[C:35]([NH:39][S:40]([C:43]1[C:44]([C:49]2[CH:54]=[CH:53][C:52]([NH2:55])=[CH:51][CH:50]=2)=[CH:45][CH:46]=[CH:47][CH:48]=1)(=[O:42])=[O:41])([CH3:38])([CH3:37])[CH3:36]. (2) Given the product [Br:1][C:2]1[C:3]([O:13][Si:14]([C:17]([CH3:20])([CH3:19])[CH3:18])([CH3:15])[CH3:16])=[C:4]([C:10]([O:12][Si:21]([CH3:24])([CH3:23])[CH3:22])=[CH2:11])[C:5]([O:8][CH3:9])=[CH:6][CH:7]=1, predict the reactants needed to synthesize it. The reactants are: [Br:1][C:2]1[C:3]([O:13][Si:14]([C:17]([CH3:20])([CH3:19])[CH3:18])([CH3:16])[CH3:15])=[C:4]([C:10](=[O:12])[CH3:11])[C:5]([O:8][CH3:9])=[CH:6][CH:7]=1.[Si:21](OS(C(F)(F)F)(=O)=O)([CH3:24])([CH3:23])[CH3:22].C(Cl)(Cl)Cl. (3) Given the product [O:21]1[C:17]([C:13]2[CH:12]=[C:11]([O:10][C:7]3[CH:6]=[CH:5][C:4]([NH2:1])=[N:9][CH:8]=3)[CH:16]=[CH:15][N:14]=2)=[CH:18][N:19]=[CH:20]1, predict the reactants needed to synthesize it. The reactants are: [N+:1]([C:4]1[N:9]=[CH:8][C:7]([O:10][C:11]2[CH:16]=[CH:15][N:14]=[C:13]([C:17]3[O:21][CH:20]=[N:19][CH:18]=3)[CH:12]=2)=[CH:6][CH:5]=1)([O-])=O. (4) Given the product [F:65][C:63]1[CH:62]=[CH:61][C:60]([C:66]([F:68])([F:67])[F:69])=[C:59]([CH:64]=1)[C:58]([N:55]1[CH2:56][CH2:57][N:52]([C:50](=[O:51])[CH2:49][NH:48][C:44]([C:33]2[CH:32]=[CH:31][C:43]3[NH:42][C:41]4[C:36]([C:35]=3[CH:34]=2)=[CH:37][CH:38]=[CH:39][CH:40]=4)=[O:46])[CH2:53][CH2:54]1)=[O:70], predict the reactants needed to synthesize it. The reactants are: CCN(C(C)C)C(C)C.C1C=CC2N(O)N=NC=2C=1.CCN=C=NCCCN(C)C.[CH:31]1[C:43]2[NH:42][C:41]3[C:36](=[CH:37][CH:38]=[CH:39][CH:40]=3)[C:35]=2[CH:34]=[C:33]([C:44]([OH:46])=O)[CH:32]=1.Cl.[NH2:48][CH2:49][C:50]([N:52]1[CH2:57][CH2:56][N:55]([C:58](=[O:70])[C:59]2[CH:64]=[C:63]([F:65])[CH:62]=[CH:61][C:60]=2[C:66]([F:69])([F:68])[F:67])[CH2:54][CH2:53]1)=[O:51].FC1C=CC(C(F)(F)F)=C(C=1)C(O)=O. (5) Given the product [Cl:31][C:27]1[CH:26]=[C:25]([C@H:23]([NH:22][CH:20]([C:15]2[CH:16]=[C:17]([O:18][CH3:19])[N:13]([C:10]3[CH:11]=[CH:12][C:7]([C:1]#[N:2])=[CH:8][CH:9]=3)[N:14]=2)[CH3:21])[CH3:24])[CH:30]=[CH:29][CH:28]=1, predict the reactants needed to synthesize it. The reactants are: [CH3:1][N:2](C=O)C.Br[C:7]1[CH:12]=[CH:11][C:10]([N:13]2[C:17]([O:18][CH3:19])=[CH:16][C:15]([CH:20]([NH:22][C@@H:23]([C:25]3[CH:30]=[CH:29][CH:28]=[C:27]([Cl:31])[CH:26]=3)[CH3:24])[CH3:21])=[N:14]2)=[CH:9][CH:8]=1. (6) Given the product [CH:19]([C:22]1[C:34]([N:35]2[CH2:2][CH2:3][N:4]=[C:5]2[C:6]2[CH:11]=[CH:10][CH:9]=[CH:8][CH:7]=2)=[C:33]([CH:36]([CH3:38])[CH3:37])[C:25]2[O:26][C:27]3[CH:32]=[CH:31][CH:30]=[CH:29][C:28]=3[C:24]=2[CH:23]=1)([CH3:21])[CH3:20], predict the reactants needed to synthesize it. The reactants are: Cl[CH2:2][CH2:3][NH:4][C:5](=O)[C:6]1[CH:11]=[CH:10][CH:9]=[CH:8][CH:7]=1.P(Cl)(Cl)(Cl)(Cl)Cl.[CH:19]([C:22]1[C:34]([NH2:35])=[C:33]([CH:36]([CH3:38])[CH3:37])[C:25]2[O:26][C:27]3[CH:32]=[CH:31][CH:30]=[CH:29][C:28]=3[C:24]=2[CH:23]=1)([CH3:21])[CH3:20]. (7) Given the product [F:38][CH:37]([C:36]1[O:53][C:26]([C:27]2[CH:32]=[CH:31][CH:30]=[CH:29][CH:28]=2)=[N:34][N:35]=1)[C:39]1[CH:52]=[CH:51][C:42]2[CH:43]=[C:44]([C:46]([O:48][CH2:49][CH3:50])=[O:47])[S:45][C:41]=2[CH:40]=1, predict the reactants needed to synthesize it. The reactants are: FC(C1OC(C2C=CC=CC=2)=NN=1)C1C=CC2C=C(C(O)=O)SC=2C=1.[C:26]([NH:34][NH:35][C:36](=[O:53])[CH:37]([C:39]1[CH:52]=[CH:51][C:42]2[CH:43]=[C:44]([C:46]([O:48][CH2:49][CH3:50])=[O:47])[S:45][C:41]=2[CH:40]=1)[F:38])(=O)[C:27]1[CH:32]=[CH:31][CH:30]=[CH:29][CH:28]=1.CC[N+](S(N=C(OC)[O-])(=O)=O)(CC)CC. (8) Given the product [Br:1][C:2]1[CH:3]=[C:4]([C:7]([Cl:13])=[O:9])[S:5][CH:6]=1, predict the reactants needed to synthesize it. The reactants are: [Br:1][C:2]1[CH:3]=[C:4]([C:7]([OH:9])=O)[S:5][CH:6]=1.COC(Cl)[Cl:13]. (9) Given the product [F:1][C:2]1[CH:26]=[CH:25][C:5]([CH2:6][O:7][C:8]2[CH:9]=[C:10]3[C:15](=[CH:16][CH:17]=2)[C:14](=[O:18])[N:13]([C:19]([CH3:24])([CH3:23])[C:20]([NH2:34])=[O:21])[CH2:12][CH2:11]3)=[CH:4][CH:3]=1, predict the reactants needed to synthesize it. The reactants are: [F:1][C:2]1[CH:26]=[CH:25][C:5]([CH2:6][O:7][C:8]2[CH:9]=[C:10]3[C:15](=[CH:16][CH:17]=2)[C:14](=[O:18])[N:13]([C:19]([CH3:24])([CH3:23])[C:20](O)=[O:21])[CH2:12][CH2:11]3)=[CH:4][CH:3]=1.F[P-](F)(F)(F)(F)F.[N:34]1(O[P+](N2CCCC2)(N2CCCC2)N2CCCC2)C2C=CC=CC=2N=N1.C(O)CCC.[Cl-].[NH4+].